This data is from Experimentally validated miRNA-target interactions with 360,000+ pairs, plus equal number of negative samples. The task is: Binary Classification. Given a miRNA mature sequence and a target amino acid sequence, predict their likelihood of interaction. (1) The miRNA is hsa-miR-6862-3p with sequence CCUCACCCAGCUCUCUGGCCCUCU. The protein sequence of the target gene is MSWRGRSTYYWPRPRRYVQPPEMIGPMRPEQFSDEVEPATPEEGEPATQRQDPAAAQEGEDEGASAGQGPKPEADSQEQGHPQTGCECEDGPDGQEMDPPNPEEVKTPEEGEGQSQC. Result: 0 (no interaction). (2) The miRNA is hsa-miR-6767-3p with sequence CCACGUGCUUCUCUUUCCGCAG. The protein sequence of the target gene is MERPAPGEVVMSQAIQPAHATARGELSAGQLLKWIDTTACLAAEKHAGVSCVTASVDDIQFEETARVGQVITIKAKVTRAFSTSMEISIKVMVQDMLTGIEKLVSVAFSTFVAKPVGKEKIHLKPVTLLTEQDHVEHNLAAERRKVRLQHEDTFNNLMKESSKFDDLIFDEEEGAVSTRGTSVQSIELVLPPHANHHGNTFGGQIMAWMETVATISASRLCWAHPFLKSVDMFKFRGPSTVGDRLVFTAIVNNTFQTCVEVGVRVEAFDCQEWAEGRGRHINSAFLIYNAADDKENLITF.... Result: 0 (no interaction). (3) The miRNA is hsa-miR-891b with sequence UGCAACUUACCUGAGUCAUUGA. The protein sequence of the target gene is MVFGEFFHRPGQDEELVNLNVGGFKQSVDQSTLLRFPHTRLGKLLTCHSEEAILELCDDYSVADKEYYFDRNPSLFRYVLNFYYTGKLHVMEELCVFSFCQEIEYWGINELFIDSCCSNRYQERKEENHEKDWDQKSHDVSTDSSFEESSLFEKELEKFDTLRFGQLRKKIWIRMENPAYCLSAKLIAISSLSVVLASIVAMCVHSMSEFQNEDGEVDDPVLEGVEIACIAWFTGELAVRLAAAPCQKKFWKNPLNIIDFVSIIPFYATLAVDTKEEESEDIENMGKVVQILRLMRIFRI.... Result: 0 (no interaction). (4) The miRNA is mmu-miR-3110-5p with sequence UUCUGCCUCCCCUGAAGGCUC. The protein sequence of the target gene is MESKALLLVVLGVWLQSLTAFRGGVAAADAGRDFSDIESKFALRTPEDTAEDTCHLIPGLADSVSNCHFNHSSKTFVVIHGWTVTGMYESWVPKLVAALYKREPDSNVIVVDWLYRAQQHYPVSAGYTKLVGNDVARFINWMEEEFNYPLDNVHLLGYSLGAHAAGVAGSLTNKKVNRITGLDPAGPNFEYAEAPSRLSPDDADFVDVLHTFTRGSPGRSIGIQKPVGHVDIYPNGGTFQPGCNIGEAIRVIAERGLGDVDQLVKCSHERSIHLFIDSLLNEENPSKAYRCNSKEAFEKG.... Result: 1 (interaction).